Dataset: Forward reaction prediction with 1.9M reactions from USPTO patents (1976-2016). Task: Predict the product of the given reaction. Given the reactants [O:1]1[C:5]2([CH2:10][CH2:9][C:8](=[O:11])[CH2:7][CH2:6]2)[O:4][CH2:3][CH2:2]1.[H-].[H-].[H-].[H-].[Li+].[Al+3], predict the reaction product. The product is: [O:1]1[C:5]2([CH2:10][CH2:9][CH:8]([OH:11])[CH2:7][CH2:6]2)[O:4][CH2:3][CH2:2]1.